This data is from Forward reaction prediction with 1.9M reactions from USPTO patents (1976-2016). The task is: Predict the product of the given reaction. (1) Given the reactants [CH3:1][N:2]1[C:6]([NH:7][C:8](=[O:16])OC2C=CC=CC=2)=[CH:5][C:4]([C:17]2[CH:18]=[N:19][N:20]([CH3:22])[CH:21]=2)=[N:3]1.[Br:23]N1C(=O)CCC1=O.Cl.Cl.[F:33][C:34]1[CH:35]=[C:36]([C@@H:41]2[CH2:45][N:44]([CH2:46][CH2:47][O:48][CH3:49])[CH2:43][C@H:42]2[NH2:50])[CH:37]=[CH:38][C:39]=1[F:40].CCN(C(C)C)C(C)C, predict the reaction product. The product is: [Br:23][C:5]1[C:4]([C:17]2[CH:18]=[N:19][N:20]([CH3:22])[CH:21]=2)=[N:3][N:2]([CH3:1])[C:6]=1[NH:7][C:8]([NH:50][C@H:42]1[C@H:41]([C:36]2[CH:37]=[CH:38][C:39]([F:40])=[C:34]([F:33])[CH:35]=2)[CH2:45][N:44]([CH2:46][CH2:47][O:48][CH3:49])[CH2:43]1)=[O:16]. (2) The product is: [C:1]([N:5]1[C:9](=[O:10])[C:8]([NH:28][CH2:27][CH:26]([C:20]2[CH:25]=[CH:24][CH:23]=[CH:22][CH:21]=2)[C:29]2[CH:34]=[CH:33][CH:32]=[CH:31][CH:30]=2)=[C:7]([C:12]2[CH:17]=[CH:16][CH:15]=[CH:14][CH:13]=2)[S:6]1(=[O:19])=[O:18])([CH3:4])([CH3:3])[CH3:2]. Given the reactants [C:1]([N:5]1[C:9](=[O:10])[C:8](Cl)=[C:7]([C:12]2[CH:17]=[CH:16][CH:15]=[CH:14][CH:13]=2)[S:6]1(=[O:19])=[O:18])([CH3:4])([CH3:3])[CH3:2].[C:20]1([CH:26]([C:29]2[CH:34]=[CH:33][CH:32]=[CH:31][CH:30]=2)[CH2:27][NH2:28])[CH:25]=[CH:24][CH:23]=[CH:22][CH:21]=1, predict the reaction product. (3) Given the reactants [CH2:1]([O:3][C:4](=[O:21])[CH:5]([CH2:17][CH2:18][CH2:19][CH3:20])[CH:6]([C:12]([O:14][CH2:15][CH3:16])=[O:13])[C:7]([O:9][CH2:10][CH3:11])=[O:8])[CH3:2].[H-].[Na+].[C:24]([O:28][C:29](=[O:39])[NH:30][C:31]1[CH:36]=[CH:35][C:34]([CH2:37]Br)=[CH:33][N:32]=1)([CH3:27])([CH3:26])[CH3:25].C(O)C, predict the reaction product. The product is: [CH2:10]([O:9][C:7](=[O:8])[C:6]([CH2:37][C:34]1[CH:33]=[N:32][C:31]([NH:30][C:29]([O:28][C:24]([CH3:27])([CH3:26])[CH3:25])=[O:39])=[CH:36][CH:35]=1)([C:12]([O:14][CH2:15][CH3:16])=[O:13])[CH:5]([CH2:17][CH2:18][CH2:19][CH3:20])[C:4]([O:3][CH2:1][CH3:2])=[O:21])[CH3:11]. (4) The product is: [ClH:28].[N:11]1[CH:12]=[CH:13][CH:14]=[CH:15][C:10]=1[CH2:9][N:8]([C:16]1[CH:21]=[C:20]([C:22]([F:25])([F:23])[F:24])[C:19]([C:26]#[N:27])=[C:18]([Cl:28])[N:17]=1)[CH2:7][C:2]1[CH:3]=[CH:4][CH:5]=[CH:6][N:1]=1. Given the reactants [N:1]1[CH:6]=[CH:5][CH:4]=[CH:3][C:2]=1[CH2:7][N:8]([C:16]1[CH:21]=[C:20]([C:22]([F:25])([F:24])[F:23])[C:19]([C:26]#[N:27])=[C:18]([Cl:28])[N:17]=1)[CH2:9][C:10]1[CH:15]=[CH:14][CH:13]=[CH:12][N:11]=1.Cl, predict the reaction product. (5) Given the reactants P(Br)(Br)Br.[Br:5][C:6]1[CH:11]=[C:10]([CH2:12][CH3:13])[N+:9]([O-])=[C:8]([CH2:15][CH3:16])[CH:7]=1.[OH-].[Na+], predict the reaction product. The product is: [Br:5][C:6]1[CH:7]=[C:8]([CH2:15][CH3:16])[N:9]=[C:10]([CH2:12][CH3:13])[CH:11]=1. (6) Given the reactants [N:1]1[CH:6]=[CH:5][CH:4]=[CH:3][C:2]=1[CH:7]=[CH:8][C:9]1[C:17]2[C:12](=[CH:13][C:14]([NH:18][C:19]3[CH:27]=[CH:26][CH:25]=[CH:24][C:20]=3[C:21]([OH:23])=O)=[CH:15][CH:16]=2)[NH:11][N:10]=1.[CH:28]1([NH2:32])[CH2:31][CH2:30][CH2:29]1.C(N(CC)CC)C.CN(C(ON1N=NC2C=CC=NC1=2)=[N+](C)C)C.F[P-](F)(F)(F)(F)F, predict the reaction product. The product is: [CH:28]1([NH:32][C:21](=[O:23])[C:20]2[CH:24]=[CH:25][CH:26]=[CH:27][C:19]=2[NH:18][C:14]2[CH:13]=[C:12]3[C:17]([C:9](/[CH:8]=[CH:7]/[C:2]4[CH:3]=[CH:4][CH:5]=[CH:6][N:1]=4)=[N:10][NH:11]3)=[CH:16][CH:15]=2)[CH2:31][CH2:30][CH2:29]1. (7) Given the reactants Cl[C:2]1[N:11]=[C:10]([NH:12][CH2:13][CH:14]([C:21]2[CH:26]=[CH:25][CH:24]=[CH:23][CH:22]=2)[C:15]2[CH:20]=[CH:19][CH:18]=[CH:17][CH:16]=2)[C:9]2[C:4](=[CH:5][CH:6]=[CH:7][CH:8]=2)[N:3]=1.[CH3:27][N:28]1[CH:36]=[C:35]2[C:30]([CH:31]=[CH:32][C:33](B(O)O)=[CH:34]2)=[N:29]1.C(NC1C2C(=CC=CC=2)N=C(C2SC3C=CC=CC=3C=2)N=1)(C1C=CC=CC=1)C1C=CC=CC=1, predict the reaction product. The product is: [C:15]1([CH:14]([C:21]2[CH:26]=[CH:25][CH:24]=[CH:23][CH:22]=2)[CH2:13][NH:12][C:10]2[C:9]3[C:4](=[CH:5][CH:6]=[CH:7][CH:8]=3)[N:3]=[C:2]([C:33]3[CH:32]=[CH:31][C:30]4[C:35](=[CH:36][N:28]([CH3:27])[N:29]=4)[CH:34]=3)[N:11]=2)[CH:20]=[CH:19][CH:18]=[CH:17][CH:16]=1.